This data is from Reaction yield outcomes from USPTO patents with 853,638 reactions. The task is: Predict the reaction yield, written as a fraction of the theoretical maximum amount of product (1.0 means a 100% yield; for example, 0.34 means a 34% yield). (1) The reactants are [NH:1]1[C:9]2[C:4](=[CH:5][CH:6]=[CH:7][CH:8]=2)[C:3]([CH2:10][CH:11]([NH:13][S:14]([C:17]2[C:22]([CH3:23])=[CH:21][C:20]([CH3:24])=[CH:19][C:18]=2[CH3:25])(=[O:16])=[O:15])[CH3:12])=[CH:2]1.[C:26](O[C:26]([O:28][C:29]([CH3:32])([CH3:31])[CH3:30])=[O:27])([O:28][C:29]([CH3:32])([CH3:31])[CH3:30])=[O:27]. The catalyst is C(#N)C.CN(C)C1C=CN=CC=1. The product is [C:29]([O:28][C:26]([N:1]1[C:9]2[C:4](=[CH:5][CH:6]=[CH:7][CH:8]=2)[C:3]([CH2:10][CH:11]([NH:13][S:14]([C:17]2[C:18]([CH3:25])=[CH:19][C:20]([CH3:24])=[CH:21][C:22]=2[CH3:23])(=[O:15])=[O:16])[CH3:12])=[CH:2]1)=[O:27])([CH3:32])([CH3:31])[CH3:30]. The yield is 0.810. (2) The reactants are [CH3:1][C:2]1[C:6]2[C:7](=[O:20])[N:8]([CH2:12][CH2:13][N:14]3[CH2:19][CH2:18][O:17][CH2:16][CH2:15]3)[CH2:9][CH2:10][CH2:11][C:5]=2[NH:4][C:3]=1[CH:21]=O.[F:23][C:24]1[CH:29]=[CH:28][C:27]([CH2:30][S:31]([C:34]2[CH:35]=[C:36]3[C:40](=[CH:41][CH:42]=2)[NH:39][C:38](=[O:43])[CH2:37]3)(=[O:33])=[O:32])=[CH:26][CH:25]=1.N1CCCCC1. The catalyst is C(O)C. The product is [F:23][C:24]1[CH:25]=[CH:26][C:27]([CH2:30][S:31]([C:34]2[CH:35]=[C:36]3[C:40](=[CH:41][CH:42]=2)[NH:39][C:38](=[O:43])/[C:37]/3=[CH:21]\[C:3]2[NH:4][C:5]3[CH2:11][CH2:10][CH2:9][N:8]([CH2:12][CH2:13][N:14]4[CH2:19][CH2:18][O:17][CH2:16][CH2:15]4)[C:7](=[O:20])[C:6]=3[C:2]=2[CH3:1])(=[O:33])=[O:32])=[CH:28][CH:29]=1. The yield is 0.857. (3) The reactants are [O:1]([CH2:8][C:9]1[N:10]=[C:11]2[CH:16]=[CH:15][NH:14][C:13](=[O:17])[N:12]2[CH:18]=1)[C:2]1[CH:7]=[CH:6][CH:5]=[CH:4][CH:3]=1.Cl[C:20]1[CH:25]=[CH:24][N:23]=[C:22]([O:26][CH3:27])[N:21]=1.C([O-])([O-])=O.[Cs+].[Cs+].C1(P(C2CCCCC2)C2C=CC=CC=2C2C(C(C)C)=CC(C(C)C)=CC=2C(C)C)CCCCC1. The catalyst is O1CCOCC1.C([O-])(=O)C.[Pd+2].C([O-])(=O)C. The product is [CH3:27][O:26][C:22]1[N:23]=[C:24]([N:14]2[CH:15]=[CH:16][C:11]3=[N:10][C:9]([CH2:8][O:1][C:2]4[CH:3]=[CH:4][CH:5]=[CH:6][CH:7]=4)=[CH:18][N:12]3[C:13]2=[O:17])[CH:25]=[CH:20][N:21]=1. The yield is 0.200. (4) The reactants are [C:1]([OH:12])(=[O:11])[C:2]1[CH:10]=[CH:9][C:8]2[O:7][CH2:6][O:5][C:4]=2[CH:3]=1.[Li+].[CH3:14]CC[CH2-].IC. The catalyst is O1CCCC1. The product is [CH3:14][C:3]1[C:4]2[O:5][CH2:6][O:7][C:8]=2[CH:9]=[CH:10][C:2]=1[C:1]([OH:12])=[O:11]. The yield is 0.970. (5) The reactants are [Cl:1][C:2]1[CH:7]=[CH:6][C:5]([S:8]([CH:11]([C:21]2[CH:26]=[C:25]([F:27])[CH:24]=[CH:23][C:22]=2[F:28])[C:12]2[N:17]=[CH:16][C:15]([C:18]([OH:20])=O)=[CH:14][CH:13]=2)(=[O:10])=[O:9])=[CH:4][CH:3]=1.S(Cl)(Cl)=O.CN1CCOCC1.[CH3:40][CH:41]1[CH2:46][CH2:45][CH:44]([NH2:47])[CH2:43][CH2:42]1. The catalyst is CN(C)C=O.ClCCl.CCCCCC. The product is [Cl:1][C:2]1[CH:7]=[CH:6][C:5]([S:8]([CH:11]([C:21]2[CH:26]=[C:25]([F:27])[CH:24]=[CH:23][C:22]=2[F:28])[C:12]2[CH:13]=[CH:14][C:15]([C:18]([NH:47][CH:44]3[CH2:45][CH2:46][CH:41]([CH3:40])[CH2:42][CH2:43]3)=[O:20])=[CH:16][N:17]=2)(=[O:10])=[O:9])=[CH:4][CH:3]=1. The yield is 0.570. (6) The reactants are [N:1]([CH2:4][CH2:5][O:6][CH2:7][CH2:8][O:9][CH2:10][CH2:11][O:12][CH2:13][CH2:14][N:15]([C:27]([O:29]C(C)(C)C)=O)[N:16]([CH2:24][C:25]#[CH:26])[C:17]([O:19]C(C)(C)C)=O)=[N+:2]=[N-:3].C(O)(C(F)(F)F)=O.COC(N1C(=O)[C:48]([Br:51])=[C:47]([Br:52])C1=O)=O.CCN(CC)CC. The catalyst is C(Cl)Cl. The product is [N:1]([CH2:4][CH2:5][O:6][CH2:7][CH2:8][O:9][CH2:10][CH2:11][O:12][CH2:13][CH2:14][N:15]1[C:27](=[O:29])[C:48]([Br:51])=[C:47]([Br:52])[C:17](=[O:19])[N:16]1[CH2:24][C:25]#[CH:26])=[N+:2]=[N-:3]. The yield is 0.230. (7) The reactants are [CH3:1][O:2][C:3]1[CH:4]=[C:5]([N:12]2[CH2:17][CH2:16][CH:15]([N:18]3[CH2:23][CH2:22][N:21]([CH3:24])[CH2:20][CH2:19]3)[CH2:14][CH2:13]2)[CH:6]=[CH:7][C:8]=1[N+:9]([O-])=O.Cl. The catalyst is C(O)C.[Pd]. The product is [CH3:1][O:2][C:3]1[CH:4]=[C:5]([N:12]2[CH2:17][CH2:16][CH:15]([N:18]3[CH2:19][CH2:20][N:21]([CH3:24])[CH2:22][CH2:23]3)[CH2:14][CH2:13]2)[CH:6]=[CH:7][C:8]=1[NH2:9]. The yield is 0.880.